Predict the reaction yield, written as a fraction of the theoretical maximum amount of product (1.0 means a 100% yield; for example, 0.34 means a 34% yield). From a dataset of Reaction yield outcomes from USPTO patents with 853,638 reactions. The reactants are [C:1]1([S:7]([C:10]2[C:18]3[C:13](=[CH:14][CH:15]=[C:16]([O:19][CH2:20][CH2:21]OS(C4C=CC(C)=CC=4)(=O)=O)[CH:17]=3)[NH:12][N:11]=2)(=[O:9])=[O:8])[CH:6]=[CH:5][CH:4]=[CH:3][CH:2]=1.[NH:33]1[CH2:38][CH2:37][O:36][CH2:35][CH2:34]1. The catalyst is C1COCC1. The product is [C:1]1([S:7]([C:10]2[C:18]3[C:13](=[CH:14][CH:15]=[C:16]([O:19][CH2:20][CH2:21][N:33]4[CH2:38][CH2:37][O:36][CH2:35][CH2:34]4)[CH:17]=3)[NH:12][N:11]=2)(=[O:9])=[O:8])[CH:2]=[CH:3][CH:4]=[CH:5][CH:6]=1. The yield is 0.151.